Dataset: NCI-60 drug combinations with 297,098 pairs across 59 cell lines. Task: Regression. Given two drug SMILES strings and cell line genomic features, predict the synergy score measuring deviation from expected non-interaction effect. (1) Drug 1: C1=CC(=CC=C1CCC2=CNC3=C2C(=O)NC(=N3)N)C(=O)NC(CCC(=O)O)C(=O)O. Drug 2: C1=CC=C(C=C1)NC(=O)CCCCCCC(=O)NO. Cell line: CCRF-CEM. Synergy scores: CSS=45.3, Synergy_ZIP=-0.176, Synergy_Bliss=-6.75, Synergy_Loewe=-6.53, Synergy_HSA=-2.84. (2) Drug 1: C1=CN(C(=O)N=C1N)C2C(C(C(O2)CO)O)O.Cl. Drug 2: C1CNP(=O)(OC1)N(CCCl)CCCl. Cell line: HL-60(TB). Synergy scores: CSS=-6.64, Synergy_ZIP=1.72, Synergy_Bliss=-4.17, Synergy_Loewe=-53.7, Synergy_HSA=-14.6.